This data is from Full USPTO retrosynthesis dataset with 1.9M reactions from patents (1976-2016). The task is: Predict the reactants needed to synthesize the given product. (1) Given the product [Br:1][C:2]1[CH:3]=[C:4]2[C:8](=[CH:9][C:10]=1[F:11])[NH:7][N:6]=[C:5]2[I:12], predict the reactants needed to synthesize it. The reactants are: [Br:1][C:2]1[CH:3]=[C:4]2[C:8](=[CH:9][C:10]=1[F:11])[NH:7][N:6]=[CH:5]2.[I:12]N1C(=O)CCC1=O. (2) Given the product [CH3:29][O:28][CH:27]([O:30][CH3:31])[C:3]1[S:4][CH:5]=[CH:6][C:2]=1[Br:1], predict the reactants needed to synthesize it. The reactants are: [Br:1][C:2]1[CH:6]=[CH:5][S:4][C:3]=1C=O.O.[O-2].[O-2].[O-2].O=[Si]=O.O=[Si]=O.O=[Si]=O.O=[Si]=O.[Al+3].[Al+3].[CH:27](OC)([O:30][CH3:31])[O:28][CH3:29].